Dataset: Reaction yield outcomes from USPTO patents with 853,638 reactions. Task: Predict the reaction yield, written as a fraction of the theoretical maximum amount of product (1.0 means a 100% yield; for example, 0.34 means a 34% yield). (1) The reactants are [C:1]([N:8]1[CH:12]=[CH:11]N=C1)(N1C=CN=C1)=[O:2].[F:13][C:14]([F:33])([F:32])[C:15]1[CH:16]=[C:17]([S:21]([N:24]2[CH2:29][CH2:28][C:27](=[N:30][OH:31])[CH2:26][CH2:25]2)(=[O:23])=[O:22])[CH:18]=[CH:19][CH:20]=1.[CH2:34](N(CC)CC)C.C(N)CC. The catalyst is C(Cl)Cl. The product is [CH2:12]([NH:8][C:1]([O:31][N:30]=[C:27]1[CH2:26][CH2:25][N:24]([S:21]([C:17]2[CH:18]=[CH:19][CH:20]=[C:15]([C:14]([F:13])([F:32])[F:33])[CH:16]=2)(=[O:23])=[O:22])[CH2:29][CH2:28]1)=[O:2])[CH2:11][CH3:34]. The yield is 0.420. (2) The reactants are C(OC([N:8]1[CH2:13][CH2:12][CH:11]([N:14]2[CH:18]=[C:17]([C:19]3[CH:20]=[N:21][C:22]([NH2:37])=[C:23]([O:25][C@@H:26]([C:28]4[C:33]([Cl:34])=[CH:32][CH:31]=[C:30]([F:35])[C:29]=4[Cl:36])[CH3:27])[CH:24]=3)[CH:16]=[N:15]2)[CH2:10][CH2:9]1)=O)(C)(C)C.Cl.[O:39]1CCOCC1. The catalyst is CO.ClCCl. The product is [C:26]([OH:39])(=[O:25])[CH3:28].[Cl:36][C:29]1[C:30]([F:35])=[CH:31][CH:32]=[C:33]([Cl:34])[C:28]=1[C@H:26]([O:25][C:23]1[C:22]([NH2:37])=[N:21][CH:20]=[C:19]([C:17]2[CH:16]=[N:15][N:14]([CH:11]3[CH2:12][CH2:13][NH:8][CH2:9][CH2:10]3)[CH:18]=2)[CH:24]=1)[CH3:27]. The yield is 0.780. (3) The yield is 0.690. The catalyst is [Cl-].C[N+](CCCC)(CCCC)CCCC.C1(C)C=CC=CC=1. The product is [CH3:20][CH2:19][CH2:18][C:16]1[N:17]([CH2:31][C:32]2[CH:37]=[CH:36][C:35]([C:38]3[C:39]([C:44]([O:46][CH3:24])=[O:45])=[CH:40][CH:41]=[CH:42][CH:43]=3)=[CH:34][CH:33]=2)[C:13]2[C:14](=[C:21]([CH3:23])[CH:22]=[C:11]([C:3]3[N:2]([CH3:1])[C:6]4[C:5](=[CH:10][CH:9]=[CH:8][CH:7]=4)[N:4]=3)[CH:12]=2)[N:15]=1. The reactants are [CH3:1][N:2]1[C:6]2[CH:7]=[CH:8][CH:9]=[CH:10][C:5]=2[N:4]=[C:3]1[C:11]1[CH:22]=[C:21]([CH3:23])[C:14]2[N:15]=[C:16]([CH2:18][CH2:19][CH3:20])[NH:17][C:13]=2[CH:12]=1.[C:24]([O-])([O-])=O.[K+].[K+].Br[CH2:31][C:32]1[CH:37]=[CH:36][C:35]([C:38]2[C:39]([C:44]([OH:46])=[O:45])=[CH:40][CH:41]=[CH:42][CH:43]=2)=[CH:34][CH:33]=1. (4) The reactants are [C:9](O[C:9]([O:11][C:12]([CH3:15])([CH3:14])[CH3:13])=[O:10])([O:11][C:12]([CH3:15])([CH3:14])[CH3:13])=[O:10].[CH2:16]([NH:19][CH2:20][C:21]1[CH:22]=[CH:23][CH:24]=[C:25]2[C:29]=1[NH:28][CH:27]=[CH:26]2)[CH:17]=[CH2:18].C(OCC)(=O)C. The catalyst is O1CCCC1. The product is [C:12]([O:11][C:9]([N:19]([CH2:16][CH:17]=[CH2:18])[CH2:20][C:21]1[CH:22]=[CH:23][CH:24]=[C:25]2[C:29]=1[NH:28][CH:27]=[CH:26]2)=[O:10])([CH3:13])([CH3:14])[CH3:15]. The yield is 1.00. (5) The reactants are [CH2:1]([C:4]1[C:17]([Br:18])=[CH:16][C:15]([CH2:19][C:20]2[CH:25]=[CH:24][C:23]([O:26][CH3:27])=[CH:22][CH:21]=2)=[C:14]([Cl:28])[C:5]=1[O:6][Si:7]([C:10]([CH3:13])([CH3:12])[CH3:11])([CH3:9])[CH3:8])[CH:2]=[CH2:3].CSC.B.[OH-:33].[Na+].OO. The yield is 0.650. The catalyst is C1COCC1.O. The product is [Br:18][C:17]1[C:4]([CH2:1][CH2:2][CH2:3][OH:33])=[C:5]([O:6][Si:7]([C:10]([CH3:13])([CH3:12])[CH3:11])([CH3:8])[CH3:9])[C:14]([Cl:28])=[C:15]([CH2:19][C:20]2[CH:21]=[CH:22][C:23]([O:26][CH3:27])=[CH:24][CH:25]=2)[CH:16]=1. (6) The reactants are [Cl-].O[NH3+:3].[C:4](=[O:7])([O-])[OH:5].[Na+].CS(C)=O.[CH2:13]([C:17]1[N:18]=[C:19]([CH3:49])[N:20]([CH2:39][C:40]([CH3:48])([C:42]2[CH:47]=[CH:46][CH:45]=[CH:44][CH:43]=2)[CH3:41])[C:21](=[O:38])[C:22]=1[CH2:23][C:24]1[CH:29]=[CH:28][C:27]([C:30]2[C:31]([C:36]#[N:37])=[CH:32][CH:33]=[CH:34][CH:35]=2)=[CH:26][CH:25]=1)[CH2:14][CH2:15][CH3:16]. The catalyst is C(OCC)(=O)C. The product is [CH2:13]([C:17]1[N:18]=[C:19]([CH3:49])[N:20]([CH2:39][C:40]([CH3:48])([C:42]2[CH:43]=[CH:44][CH:45]=[CH:46][CH:47]=2)[CH3:41])[C:21](=[O:38])[C:22]=1[CH2:23][C:24]1[CH:29]=[CH:28][C:27]([C:30]2[CH:35]=[CH:34][CH:33]=[CH:32][C:31]=2[C:36]2[NH:3][C:4](=[O:7])[O:5][N:37]=2)=[CH:26][CH:25]=1)[CH2:14][CH2:15][CH3:16]. The yield is 0.240.